Predict which catalyst facilitates the given reaction. From a dataset of Catalyst prediction with 721,799 reactions and 888 catalyst types from USPTO. The catalyst class is: 6. Product: [Br:27][C:16]1[CH:17]=[C:18]2[C:23](=[CH:24][C:15]=1[O:14][CH:11]1[CH2:10][CH2:9][N:8]([C:6]([O:5][C:1]([CH3:4])([CH3:3])[CH3:2])=[O:7])[CH2:13][CH2:12]1)[N:22]=[C:21]([S:30]([CH3:34])(=[O:32])=[O:29])[N:20]=[CH:19]2. Reactant: [C:1]([O:5][C:6]([N:8]1[CH2:13][CH2:12][CH:11]([O:14][C:15]2[CH:24]=[C:23]3[C:18]([CH:19]=[N:20][C:21](SC)=[N:22]3)=[CH:17][C:16]=2[Br:27])[CH2:10][CH2:9]1)=[O:7])([CH3:4])([CH3:3])[CH3:2].O[O:29][S:30]([O-:32])=O.[K+].[CH2:34]1COCC1.